This data is from NCI-60 drug combinations with 297,098 pairs across 59 cell lines. The task is: Regression. Given two drug SMILES strings and cell line genomic features, predict the synergy score measuring deviation from expected non-interaction effect. (1) Cell line: NCIH23. Synergy scores: CSS=30.5, Synergy_ZIP=2.79, Synergy_Bliss=3.10, Synergy_Loewe=1.83, Synergy_HSA=1.62. Drug 1: CC1C(C(CC(O1)OC2CC(CC3=C2C(=C4C(=C3O)C(=O)C5=C(C4=O)C(=CC=C5)OC)O)(C(=O)C)O)N)O.Cl. Drug 2: C#CCC(CC1=CN=C2C(=N1)C(=NC(=N2)N)N)C3=CC=C(C=C3)C(=O)NC(CCC(=O)O)C(=O)O. (2) Drug 1: CN1CCC(CC1)COC2=C(C=C3C(=C2)N=CN=C3NC4=C(C=C(C=C4)Br)F)OC. Drug 2: C1C(C(OC1N2C=C(C(=O)NC2=O)F)CO)O. Cell line: UACC-257. Synergy scores: CSS=17.6, Synergy_ZIP=-6.86, Synergy_Bliss=-3.69, Synergy_Loewe=-9.99, Synergy_HSA=-2.87. (3) Drug 1: CCCS(=O)(=O)NC1=C(C(=C(C=C1)F)C(=O)C2=CNC3=C2C=C(C=N3)C4=CC=C(C=C4)Cl)F. Drug 2: CC1=C(C=C(C=C1)NC(=O)C2=CC=C(C=C2)CN3CCN(CC3)C)NC4=NC=CC(=N4)C5=CN=CC=C5. Cell line: SK-OV-3. Synergy scores: CSS=-2.21, Synergy_ZIP=2.65, Synergy_Bliss=-0.283, Synergy_Loewe=-3.98, Synergy_HSA=-3.58. (4) Drug 1: CC1=CC2C(CCC3(C2CCC3(C(=O)C)OC(=O)C)C)C4(C1=CC(=O)CC4)C. Drug 2: CC1=CC=C(C=C1)C2=CC(=NN2C3=CC=C(C=C3)S(=O)(=O)N)C(F)(F)F. Cell line: MOLT-4. Synergy scores: CSS=23.4, Synergy_ZIP=-4.64, Synergy_Bliss=7.86, Synergy_Loewe=-23.7, Synergy_HSA=9.75. (5) Drug 1: C(=O)(N)NO. Drug 2: CN(CCCl)CCCl.Cl. Cell line: NCI-H522. Synergy scores: CSS=27.5, Synergy_ZIP=-1.57, Synergy_Bliss=-3.36, Synergy_Loewe=-19.0, Synergy_HSA=-1.96. (6) Drug 1: C1=CC(=CC=C1CC(C(=O)O)N)N(CCCl)CCCl.Cl. Drug 2: CC1=C2C(C(=O)C3(C(CC4C(C3C(C(C2(C)C)(CC1OC(=O)C(C(C5=CC=CC=C5)NC(=O)C6=CC=CC=C6)O)O)OC(=O)C7=CC=CC=C7)(CO4)OC(=O)C)O)C)OC(=O)C. Cell line: OVCAR-4. Synergy scores: CSS=3.44, Synergy_ZIP=-7.45, Synergy_Bliss=-9.26, Synergy_Loewe=-45.8, Synergy_HSA=-12.3. (7) Drug 1: C1=NC2=C(N=C(N=C2N1C3C(C(C(O3)CO)O)O)F)N. Drug 2: CN1C2=C(C=C(C=C2)N(CCCl)CCCl)N=C1CCCC(=O)O.Cl. Cell line: BT-549. Synergy scores: CSS=2.19, Synergy_ZIP=0.346, Synergy_Bliss=1.60, Synergy_Loewe=-0.945, Synergy_HSA=-1.24. (8) Drug 1: CC1C(C(=O)NC(C(=O)N2CCCC2C(=O)N(CC(=O)N(C(C(=O)O1)C(C)C)C)C)C(C)C)NC(=O)C3=C4C(=C(C=C3)C)OC5=C(C(=O)C(=C(C5=N4)C(=O)NC6C(OC(=O)C(N(C(=O)CN(C(=O)C7CCCN7C(=O)C(NC6=O)C(C)C)C)C)C(C)C)C)N)C. Synergy scores: CSS=0.733, Synergy_ZIP=-0.810, Synergy_Bliss=1.32, Synergy_Loewe=-4.75, Synergy_HSA=-2.07. Cell line: NCI/ADR-RES. Drug 2: CC1=C(C=C(C=C1)C(=O)NC2=CC(=CC(=C2)C(F)(F)F)N3C=C(N=C3)C)NC4=NC=CC(=N4)C5=CN=CC=C5. (9) Drug 2: C(CN)CNCCSP(=O)(O)O. Synergy scores: CSS=4.21, Synergy_ZIP=-2.83, Synergy_Bliss=-4.17, Synergy_Loewe=2.00, Synergy_HSA=-6.21. Cell line: UACC62. Drug 1: CC1=C2C(C(=O)C3(C(CC4C(C3C(C(C2(C)C)(CC1OC(=O)C(C(C5=CC=CC=C5)NC(=O)OC(C)(C)C)O)O)OC(=O)C6=CC=CC=C6)(CO4)OC(=O)C)O)C)O.